Dataset: Reaction yield outcomes from USPTO patents with 853,638 reactions. Task: Predict the reaction yield, written as a fraction of the theoretical maximum amount of product (1.0 means a 100% yield; for example, 0.34 means a 34% yield). The reactants are [C:1]([C@H:5]1[CH2:22][CH2:21][C@@:20]2([CH3:23])[C:7](=[CH:8][C:9](=[O:25])[C@@H:10]3[C@@H:19]2[CH2:18][CH2:17][C@@:15]2([CH3:16])[C@H:11]3[CH2:12][CH2:13][C:14]2=[O:24])[CH2:6]1)([O:3][CH3:4])=[O:2].[BH4-].[Na+]. The catalyst is ClCCl.CO. The yield is 0.700. The product is [C:1]([C@H:5]1[CH2:22][CH2:21][C@@:20]2([CH3:23])[C:7](=[CH:8][CH:9]([OH:25])[C@@H:10]3[C@@H:19]2[CH2:18][CH2:17][C@@:15]2([CH3:16])[C@H:11]3[CH2:12][CH2:13][C@@H:14]2[OH:24])[CH2:6]1)([O:3][CH3:4])=[O:2].